Predict the product of the given reaction. From a dataset of Forward reaction prediction with 1.9M reactions from USPTO patents (1976-2016). (1) Given the reactants [C:1]([C:4]1[CH:5]=[C:6]([C:11]2[N:15]([CH2:16][CH:17]3[CH2:22][CH2:21][CH2:20][CH2:19][CH2:18]3)[C:14]([CH3:23])=[C:13]([C:24]([O:26][CH2:27][CH3:28])=[O:25])[CH:12]=2)[CH:7]=[CH:8][C:9]=1[OH:10])(=[O:3])[CH3:2].[O:29](S(C(F)(F)F)(=O)=O)[S:30]([C:33]([F:36])([F:35])[F:34])(=O)=[O:31], predict the reaction product. The product is: [C:1]([C:4]1[CH:5]=[C:6]([C:11]2[N:15]([CH2:16][CH:17]3[CH2:18][CH2:19][CH2:20][CH2:21][CH2:22]3)[C:14]([CH3:23])=[C:13]([C:24]([O:26][CH2:27][CH3:28])=[O:25])[CH:12]=2)[CH:7]=[CH:8][C:9]=1[O:10][S:30]([C:33]([F:36])([F:35])[F:34])(=[O:31])=[O:29])(=[O:3])[CH3:2]. (2) Given the reactants C(OC(=O)[NH:10][C@H:11]([C:16]([N:18]1[CH2:22][CH2:21][C@H:20]2[N:23]([C:30](=[O:37])[C:31]3[CH:36]=[CH:35][CH:34]=[CH:33][CH:32]=3)[CH2:24][C:25]([O:28][CH3:29])([O:26][CH3:27])[C@@H:19]12)=[O:17])[CH2:12][CH:13]([CH3:15])[CH3:14])C1C=CC=CC=1.[H][H].C(O)C, predict the reaction product. The product is: [NH2:10][C@@H:11]([CH2:12][CH:13]([CH3:15])[CH3:14])[C:16]([N:18]1[CH2:22][CH2:21][C@H:20]2[N:23]([C:30](=[O:37])[C:31]3[CH:32]=[CH:33][CH:34]=[CH:35][CH:36]=3)[CH2:24][C:25]([O:28][CH3:29])([O:26][CH3:27])[C@@H:19]12)=[O:17]. (3) The product is: [C:13]([C:12]1[CH:15]=[CH:16][C:9]([NH:8][C:2]2[CH:7]=[CH:6][CH:5]=[CH:4][N:3]=2)=[CH:10][C:11]=1[OH:17])#[N:14]. Given the reactants Br[C:2]1[CH:7]=[CH:6][CH:5]=[CH:4][N:3]=1.[NH2:8][C:9]1[CH:16]=[CH:15][C:12]([C:13]#[N:14])=[C:11]([OH:17])[CH:10]=1, predict the reaction product. (4) Given the reactants [NH2:1][C:2]1[O:6][N:5]=[C:4]([C:7]2[CH:12]=[CH:11][CH:10]=[CH:9][C:8]=2[F:13])[C:3]=1[C:14]([OH:16])=O.Cl.C(N=C=NCCCN(C)C)C.[Cl:29][C:30]1[CH:31]=[C:32]([N:37]2[CH2:42][CH2:41][NH:40][CH2:39][CH2:38]2)[CH:33]=[CH:34][C:35]=1[Cl:36], predict the reaction product. The product is: [NH2:1][C:2]1[O:6][N:5]=[C:4]([C:7]2[CH:12]=[CH:11][CH:10]=[CH:9][C:8]=2[F:13])[C:3]=1[C:14]([N:40]1[CH2:39][CH2:38][N:37]([C:32]2[CH:33]=[CH:34][C:35]([Cl:36])=[C:30]([Cl:29])[CH:31]=2)[CH2:42][CH2:41]1)=[O:16].